Dataset: Full USPTO retrosynthesis dataset with 1.9M reactions from patents (1976-2016). Task: Predict the reactants needed to synthesize the given product. (1) Given the product [Br:13][C:14]1[C:19]([O:20][CH3:21])=[CH:18][C:17]([CH:2]=[CH:1][C:3]2[C:7]3[N:8]=[CH:9][N:10]=[C:11]([NH2:12])[C:6]=3[S:5][CH:4]=2)=[CH:16][C:15]=1[O:23][CH3:24], predict the reactants needed to synthesize it. The reactants are: [CH:1]([C:3]1[C:7]2[N:8]=[CH:9][N:10]=[C:11]([NH2:12])[C:6]=2[S:5][CH:4]=1)=[CH2:2].[Br:13][C:14]1[C:19]([O:20][CH3:21])=[CH:18][C:17](I)=[CH:16][C:15]=1[O:23][CH3:24].O1C=CC=C1P(C1OC=CC=1)C1OC=CC=1.C(NC(C)C)(C)C. (2) The reactants are: [CH:1]1([NH2:6])[CH2:5][CH2:4][CH2:3][CH2:2]1.Br[C:8]1[CH:13]=[C:12]([Br:14])[CH:11]=[CH:10][C:9]=1[N+:15]([O-:17])=[O:16]. Given the product [Br:14][C:12]1[CH:11]=[CH:10][C:9]([N+:15]([O-:17])=[O:16])=[C:8]([NH:6][CH:1]2[CH2:5][CH2:4][CH2:3][CH2:2]2)[CH:13]=1, predict the reactants needed to synthesize it. (3) The reactants are: O1C2C=CC(C3(O)C4C(=CC=CC=4)N(CC4C=CC([Cl:26])=CC=4)C3=O)=CC=2OC1.O[C:30]1([CH2:48][C:49](=[O:55])[C:50]2[S:51][CH:52]=[CH:53][CH:54]=2)[C:38]2[C:33](=[CH:34][CH:35]=[CH:36][CH:37]=2)[N:32]([CH2:39][C:40]2[CH:45]=[CH:44][C:43]([Cl:46])=[CH:42][CH:41]=2)[C:31]1=[O:47]. Given the product [Cl:26][C:30]1([CH2:48][C:49](=[O:55])[C:50]2[S:51][CH:52]=[CH:53][CH:54]=2)[C:38]2[C:33](=[CH:34][CH:35]=[CH:36][CH:37]=2)[N:32]([CH2:39][C:40]2[CH:45]=[CH:44][C:43]([Cl:46])=[CH:42][CH:41]=2)[C:31]1=[O:47], predict the reactants needed to synthesize it. (4) Given the product [CH3:1][O:2][C:3]([C:4]1[CH:9]=[C:8]([CH:7]=[CH:6][C:5]=1[N+:11]([O-:13])=[O:12])[CH2:10][Br:15])=[O:14], predict the reactants needed to synthesize it. The reactants are: [CH3:1][O:2][C:3](=[O:14])[C:4]1[CH:9]=[C:8]([CH3:10])[CH:7]=[CH:6][C:5]=1[N+:11]([O-:13])=[O:12].[Br:15]C1CC(=O)NC1=O. (5) Given the product [CH:46]1[CH:47]=[CH:48][C:43]([P:36]([C:35]2[CH:34]=[CH:33][C:32]3[C:27](=[CH:28][CH:29]=[CH:30][CH:31]=3)[C:26]=2[C:25]2[C:24]3[C:19](=[CH:20][CH:21]=[CH:22][CH:23]=3)[CH:18]=[CH:17][C:16]=2[P:9]([C:10]2[CH:11]=[CH:12][CH:13]=[CH:14][CH:15]=2)([C:6]2[CH:5]=[CH:4][CH:3]=[CH:8][CH:7]=2)=[O:53])([C:37]2[CH:42]=[CH:41][CH:40]=[CH:39][CH:38]=2)=[O:49])=[CH:44][CH:45]=1, predict the reactants needed to synthesize it. The reactants are: OO.[CH:3]1[CH:4]=[CH:5][C:6]([P:9]([C:16]2[C:25]([C:26]3[C:35]([P:36]([C:43]4[CH:44]=[CH:45][CH:46]=[CH:47][CH:48]=4)[C:37]4[CH:38]=[CH:39][CH:40]=[CH:41][CH:42]=4)=[CH:34][CH:33]=[C:32]4[C:27]=3[CH:28]=[CH:29][CH:30]=[CH:31]4)=[C:24]3[C:19]([CH:20]=[CH:21][CH:22]=[CH:23]3)=[CH:18][CH:17]=2)[C:10]2[CH:11]=[CH:12][CH:13]=[CH:14][CH:15]=2)=[CH:7][CH:8]=1.[OH2:49].C1C[O:53]CC1. (6) Given the product [OH:12][N:13]1[C:19](=[O:20])[N:18]2[CH2:21][C@H:14]1[CH2:15][CH2:16][C@H:17]2[C:22]1[S:26][N:25]=[CH:24][N:23]=1, predict the reactants needed to synthesize it. The reactants are: B(Cl)(Cl)Cl.C([O:12][N:13]1[C:19](=[O:20])[N:18]2[CH2:21][C@H:14]1[CH2:15][CH2:16][C@H:17]2[C:22]1[S:26][N:25]=[CH:24][N:23]=1)C1C=CC=CC=1.CO. (7) Given the product [CH2:13]([O:12][C:3]1[S:4][C:5]([S:7]([CH2:10][CH3:11])(=[O:9])=[O:8])=[CH:6][C:2]=1[C:24]1[C:23]2[C:18](=[CH:19][CH:20]=[CH:21][CH:22]=2)[C:17](=[O:35])[N:16]([CH3:15])[CH:25]=1)[CH3:14], predict the reactants needed to synthesize it. The reactants are: Br[C:2]1[CH:6]=[C:5]([S:7]([CH2:10][CH3:11])(=[O:9])=[O:8])[S:4][C:3]=1[O:12][CH2:13][CH3:14].[CH3:15][N:16]1[CH:25]=[C:24](B2OC(C)(C)C(C)(C)O2)[C:23]2[C:18](=[CH:19][CH:20]=[CH:21][CH:22]=2)[C:17]1=[O:35].[O-]P([O-])([O-])=O.[K+].[K+].[K+].